Dataset: Full USPTO retrosynthesis dataset with 1.9M reactions from patents (1976-2016). Task: Predict the reactants needed to synthesize the given product. (1) Given the product [CH3:10][O:9][C:7]1[CH:6]=[CH:5][C:3]([NH2:4])=[C:2]([C:16]2[O:17][CH:18]=[CH:19][N:20]=2)[CH:8]=1, predict the reactants needed to synthesize it. The reactants are: I[C:2]1[CH:8]=[C:7]([O:9][CH3:10])[CH:6]=[CH:5][C:3]=1[NH2:4].C([Sn](CCCC)(CCCC)[C:16]1[O:17][CH:18]=[CH:19][N:20]=1)CCC. (2) The reactants are: [Zr:1].[CH2:2]([OH:88])[C@H:3]1[O:8][C@@H:7]2[O:9][C@H:10]3[C@H:15]([OH:16])[C@@H:14]([OH:17])[C@@H:13]([O:18][C@H:19]4[C@H:24]([OH:25])[C@@H:23]([OH:26])[C@@H:22]([O:27][C@H:28]5[C@H:33]([OH:34])[C@@H:32]([OH:35])[CH:31]([O:36][CH:37]6[C@H:42]([OH:43])[C@@H:41]([OH:44])[CH:40]([CH:45]7[C@H:50]([OH:51])[C@@H:49]([OH:52])[CH:48]([O:53][C@H:54]8[C@H:59]([OH:60])[C@@H:58]([OH:61])[C@@H:57]([O:62][C@H:63]9[C@H:69]([OH:70])[C@@H:68]([OH:71])[C@@H:66]([O:67][C@H:4]1[C@H:5]([OH:87])[C@H:6]2[OH:86])[O:65][C@@H:64]9[CH2:72][OH:73])[O:56][C@@H:55]8[CH2:74][OH:75])[O:47][C@@H:46]7[CH2:76][OH:77])[O:39][C@@H:38]6[CH2:78][OH:79])[O:30][C@@H:29]5[CH2:80][OH:81])[O:21][C@@H:20]4[CH2:82][OH:83])[O:12][C@@H:11]3[CH2:84][OH:85]. Given the product [CH2:2]([OH:88])[C@H:3]1[O:8][C@@H:7]2[O:9][C@H:10]3[C@H:15]([OH:16])[C@@H:14]([OH:17])[C@@H:13]([O:18][C@H:19]4[C@H:24]([OH:25])[C@@H:23]([OH:26])[C@@H:22]([O:27][C@H:28]5[C@H:33]([OH:34])[C@@H:32]([OH:35])[CH:31]([O:36][CH:37]6[C@H:42]([OH:43])[C@@H:41]([OH:44])[CH:40]([CH:45]7[C@H:50]([OH:51])[C@@H:49]([OH:52])[CH:48]([O:53][C@H:54]8[C@H:59]([OH:60])[C@@H:58]([OH:61])[C@@H:57]([O:62][C@H:63]9[C@H:69]([OH:70])[C@@H:68]([OH:71])[C@@H:66]([O:67][C@H:4]1[C@H:5]([OH:87])[C@H:6]2[OH:86])[O:65][C@@H:64]9[CH2:72][OH:73])[O:56][C@@H:55]8[CH2:74][OH:75])[O:47][C@@H:46]7[CH2:76][OH:77])[O:39][C@@H:38]6[CH2:78][OH:79])[O:30][C@@H:29]5[CH2:80][OH:81])[O:21][C@@H:20]4[CH2:82][OH:83])[O:12][C@@H:11]3[CH2:84][OH:85].[Zr:1], predict the reactants needed to synthesize it.